Task: Predict the product of the given reaction.. Dataset: Forward reaction prediction with 1.9M reactions from USPTO patents (1976-2016) (1) Given the reactants [C:1]([O:5][C:6]([N:8]1[CH2:12][CH2:11][CH2:10][C@@H:9]1[C:13]1[N:14]=[N:15][N:16]([C:18]2[CH:23]=[CH:22][CH:21]=[C:20](Br)[CH:19]=2)[N:17]=1)=[O:7])([CH3:4])([CH3:3])[CH3:2].O.[CH3:26][N:27](C=O)C, predict the reaction product. The product is: [C:1]([O:5][C:6]([N:8]1[CH2:12][CH2:11][CH2:10][C@@H:9]1[C:13]1[N:14]=[N:15][N:16]([C:18]2[CH:23]=[CH:22][CH:21]=[C:20]([C:26]#[N:27])[CH:19]=2)[N:17]=1)=[O:7])([CH3:4])([CH3:3])[CH3:2]. (2) The product is: [CH3:1][S:2]([N:5]1[CH2:6][CH:7]=[C:8]([C:11]2[CH:12]=[C:13]3[CH2:27][C:18]4([CH2:19][C:20]5([CH2:21][CH2:22][N:23]([C:29]6[N:34]=[CH:33][C:32]([CH2:35][CH2:36][CH3:37])=[CH:31][N:30]=6)[CH2:24][CH2:25]5)[CH2:26]4)[O:17][C:14]3=[CH:15][N:16]=2)[CH2:9][CH2:10]1)(=[O:4])=[O:3]. Given the reactants [CH3:1][S:2]([N:5]1[CH2:10][CH:9]=[C:8]([C:11]2[CH:12]=[C:13]3[CH2:27][C:18]4([CH2:26][C:20]5([CH2:25][CH2:24][NH:23][CH2:22][CH2:21]5)[CH2:19]4)[O:17][C:14]3=[CH:15][N:16]=2)[CH2:7][CH2:6]1)(=[O:4])=[O:3].Cl[C:29]1[N:34]=[CH:33][C:32]([CH2:35][CH2:36][CH3:37])=[CH:31][N:30]=1, predict the reaction product.